Dataset: Catalyst prediction with 721,799 reactions and 888 catalyst types from USPTO. Task: Predict which catalyst facilitates the given reaction. (1) Reactant: [C:1]([NH:5][C:6]1[N:13]=[C:12](Cl)[CH:11]=[CH:10][C:7]=1[C:8]#[N:9])([CH3:4])([CH3:3])[CH3:2].[Br:15][C:16]1[CH:23]=[CH:22][C:21]([OH:24])=[CH:20][C:17]=1[CH:18]=[O:19].C([O-])([O-])=O.[K+].[K+]. Product: [Br:15][C:16]1[CH:23]=[CH:22][C:21]([O:24][C:12]2[CH:11]=[CH:10][C:7]([C:8]#[N:9])=[C:6]([NH:5][C:1]([CH3:4])([CH3:3])[CH3:2])[N:13]=2)=[CH:20][C:17]=1[CH:18]=[O:19]. The catalyst class is: 3. (2) Reactant: [Cl:1][C:2]1[CH:10]=[C:9]2[C:5]([C:6]([CH3:28])=[CH:7][N:8]2[S:11]([C:14]2[CH:19]=[CH:18][C:17]([O:20][CH3:21])=[C:16]([N:22]3[CH2:27][CH2:26][NH:25][CH2:24][CH2:23]3)[CH:15]=2)(=[O:13])=[O:12])=[CH:4][CH:3]=1.[C:29]([BH3-])#N.[Na+].C=O. Product: [Cl:1][C:2]1[CH:10]=[C:9]2[C:5]([C:6]([CH3:28])=[CH:7][N:8]2[S:11]([C:14]2[CH:19]=[CH:18][C:17]([O:20][CH3:21])=[C:16]([N:22]3[CH2:23][CH2:24][N:25]([CH3:29])[CH2:26][CH2:27]3)[CH:15]=2)(=[O:13])=[O:12])=[CH:4][CH:3]=1. The catalyst class is: 5.